Dataset: NCI-60 drug combinations with 297,098 pairs across 59 cell lines. Task: Regression. Given two drug SMILES strings and cell line genomic features, predict the synergy score measuring deviation from expected non-interaction effect. (1) Cell line: SW-620. Drug 2: CC1C(C(CC(O1)OC2CC(CC3=C2C(=C4C(=C3O)C(=O)C5=C(C4=O)C(=CC=C5)OC)O)(C(=O)C)O)N)O.Cl. Drug 1: CC1OCC2C(O1)C(C(C(O2)OC3C4COC(=O)C4C(C5=CC6=C(C=C35)OCO6)C7=CC(=C(C(=C7)OC)O)OC)O)O. Synergy scores: CSS=52.2, Synergy_ZIP=0.996, Synergy_Bliss=-0.484, Synergy_Loewe=-0.496, Synergy_HSA=2.50. (2) Drug 1: C1=CC(=CC=C1CC(C(=O)O)N)N(CCCl)CCCl.Cl. Drug 2: CN1C(=O)N2C=NC(=C2N=N1)C(=O)N. Cell line: IGROV1. Synergy scores: CSS=13.9, Synergy_ZIP=-5.04, Synergy_Bliss=-2.85, Synergy_Loewe=-19.4, Synergy_HSA=-4.12. (3) Drug 1: C1CCC(C1)C(CC#N)N2C=C(C=N2)C3=C4C=CNC4=NC=N3. Drug 2: C(=O)(N)NO. Cell line: MDA-MB-435. Synergy scores: CSS=-5.02, Synergy_ZIP=5.28, Synergy_Bliss=4.76, Synergy_Loewe=0.900, Synergy_HSA=-1.80.